From a dataset of Reaction yield outcomes from USPTO patents with 853,638 reactions. Predict the reaction yield, written as a fraction of the theoretical maximum amount of product (1.0 means a 100% yield; for example, 0.34 means a 34% yield). (1) The reactants are C[O:2][C:3]1[CH:4]=[C:5]([C:9]2[CH:10]=[C:11]3[C:16](=[CH:17][CH:18]=2)[N:15]=[C:14]([C:19]2[CH:20]=[N:21][CH:22]=[CH:23][CH:24]=2)[N:13]=[C:12]3[NH:25][CH3:26])[CH:6]=[CH:7][CH:8]=1.COC1C=C(C2C=C3C(=CC=2)N=C(C2C=NC=CC=2)N=C3N2CCCC2)C=CC=1.N1CCCC1.B(Br)(Br)Br.C([O-])(O)=O.[Na+]. The catalyst is C(Cl)Cl. The product is [CH3:26][NH:25][C:12]1[C:11]2[C:16](=[CH:17][CH:18]=[C:9]([C:5]3[CH:4]=[C:3]([OH:2])[CH:8]=[CH:7][CH:6]=3)[CH:10]=2)[N:15]=[C:14]([C:19]2[CH:20]=[N:21][CH:22]=[CH:23][CH:24]=2)[N:13]=1. The yield is 0.990. (2) The reactants are [F:1][C:2]1[CH:7]=[CH:6][C:5]([N:8]([CH3:21])[C:9]2[N:14]=[C:13]([S:15][C:16]#[N:17])[C:12]([N+:18]([O-])=O)=[CH:11][N:10]=2)=[CH:4][C:3]=1[NH:22][C:23](=[O:29])[O:24][C:25]([CH3:28])([CH3:27])[CH3:26]. The catalyst is C(O)(=O)C. The product is [NH2:17][C:16]1[S:15][C:13]2[N:14]=[C:9]([N:8]([CH3:21])[C:5]3[CH:6]=[CH:7][C:2]([F:1])=[C:3]([NH:22][C:23](=[O:29])[O:24][C:25]([CH3:28])([CH3:27])[CH3:26])[CH:4]=3)[N:10]=[CH:11][C:12]=2[N:18]=1. The yield is 0.460. (3) The reactants are C1C=CC2N(O)N=NC=2C=1.O.C(N(CC)C(C)C)(C)C.[CH3:21][C@H:22]([NH:26][C:27]([O:29][C:30]([CH3:33])([CH3:32])[CH3:31])=[O:28])[C:23]([OH:25])=O.Cl.CN(C)CCCN=C=NCC.[NH2:46][CH:47]1[N:53]=[C:52]([C:54]2[CH:59]=[CH:58][CH:57]=[CH:56][CH:55]=2)[C:51]2[CH:60]=[CH:61][CH:62]=[CH:63][C:50]=2[N:49]([CH2:64][CH2:65][CH2:66][C:67]([F:70])([F:69])[F:68])[C:48]1=[O:71]. The catalyst is C1COCC1.C(Cl)Cl. The product is [C:30]([O:29][C:27]([NH:26][C@H:22]([C:23]([NH:46][CH:47]1[N:53]=[C:52]([C:54]2[CH:55]=[CH:56][CH:57]=[CH:58][CH:59]=2)[C:51]2[CH:60]=[CH:61][CH:62]=[CH:63][C:50]=2[N:49]([CH2:64][CH2:65][CH2:66][C:67]([F:69])([F:68])[F:70])[C:48]1=[O:71])=[O:25])[CH3:21])=[O:28])([CH3:33])([CH3:32])[CH3:31]. The yield is 0.830. (4) The reactants are [CH:1]([C:4]1[C:5]([O:36][CH3:37])=[N:6][C:7]([CH3:35])=[C:8]([CH2:21][C:22]2([CH2:25][O:26]C3C=CC(OC)=CC=3)[CH2:24][CH2:23]2)[C:9]=1[C:10]([C:12]1[CH:13]=[C:14]([CH:17]=[C:18]([CH3:20])[CH:19]=1)[C:15]#[N:16])=[O:11])([CH3:3])[CH3:2].ClC1C=CC=C(C(OO)=O)C=1. The catalyst is ClCCl. The product is [OH:26][CH2:25][C:22]1([CH2:21][C:8]2[C:7]([CH3:35])=[N:6][C:5]([O:36][CH3:37])=[C:4]([CH:1]([CH3:2])[CH3:3])[C:9]=2[C:10]([C:12]2[CH:13]=[C:14]([CH:17]=[C:18]([CH3:20])[CH:19]=2)[C:15]#[N:16])=[O:11])[CH2:23][CH2:24]1. The yield is 0.950. (5) The reactants are CS([O:5][C@@H:6]1[CH2:10][CH2:9][N:8]([CH:11]2[CH2:16][CH2:15][N:14]([C:17]([O:19][C:20]([CH3:23])([CH3:22])[CH3:21])=[O:18])[CH2:13][CH2:12]2)[C:7]1=[O:24])(=O)=O.[F:25][C:26]1[CH:27]=[C:28]([CH:33]=[CH:34][C:35]=1O)[C:29]([O:31][CH3:32])=[O:30].C([O-])([O-])=O.[K+].[K+]. The catalyst is CS(C)=O. The product is [F:25][C:26]1[CH:27]=[C:28]([C:29]([O:31][CH3:32])=[O:30])[CH:33]=[CH:34][C:35]=1[O:5][C@H:6]1[CH2:10][CH2:9][N:8]([CH:11]2[CH2:16][CH2:15][N:14]([C:17]([O:19][C:20]([CH3:23])([CH3:22])[CH3:21])=[O:18])[CH2:13][CH2:12]2)[C:7]1=[O:24]. The yield is 1.00.